This data is from Forward reaction prediction with 1.9M reactions from USPTO patents (1976-2016). The task is: Predict the product of the given reaction. (1) The product is: [C:1]1([C:7]2[CH:8]=[N:9][N:10]3[CH:15]=[C:14]([C:16]4[CH:17]=[C:18]([C:21]([OH:23])=[O:22])[S:19][CH:20]=4)[CH:13]=[N:12][C:11]=23)[CH:2]=[CH:3][CH:4]=[CH:5][CH:6]=1. Given the reactants [C:1]1([C:7]2[CH:8]=[N:9][N:10]3[CH:15]=[C:14]([C:16]4[CH:17]=[C:18]([C:21]([O:23]C)=[O:22])[S:19][CH:20]=4)[CH:13]=[N:12][C:11]=23)[CH:6]=[CH:5][CH:4]=[CH:3][CH:2]=1.[OH-].[Na+], predict the reaction product. (2) Given the reactants F[P-](F)(F)(F)(F)F.N1(OC(N(C)C)=[N+](C)C)[C:12]2N=CC=[CH:16][C:11]=2[N:10]=N1.[NH2:25][C:26]1[N:27]=[C:28]([C:38]2[CH:43]=[C:42]([O:44][CH2:45][C:46]3[CH:51]=[CH:50][CH:49]=[CH:48][CH:47]=3)[C:41]([Cl:52])=[CH:40][C:39]=2[Cl:53])[C:29]2[CH:34]=[C:33]([C:35]([OH:37])=O)[S:32][C:30]=2[N:31]=1.C(N)(C)C, predict the reaction product. The product is: [CH:11]([NH:10][C:35]([C:33]1[S:32][C:30]2[N:31]=[C:26]([NH2:25])[N:27]=[C:28]([C:38]3[CH:43]=[C:42]([O:44][CH2:45][C:46]4[CH:47]=[CH:48][CH:49]=[CH:50][CH:51]=4)[C:41]([Cl:52])=[CH:40][C:39]=3[Cl:53])[C:29]=2[CH:34]=1)=[O:37])([CH3:16])[CH3:12].